From a dataset of Experimentally validated miRNA-target interactions with 360,000+ pairs, plus equal number of negative samples. Binary Classification. Given a miRNA mature sequence and a target amino acid sequence, predict their likelihood of interaction. (1) The miRNA is hsa-miR-3677-5p with sequence CAGUGGCCAGAGCCCUGCAGUG. The protein sequence of the target gene is MSASEDVWRKDLKMIHGYPMIYAFALNWERIEEFQSTPGDIVITTYPKSGTTWLSEIVDMVLNDGNVEKCKRDVITSKVPMLELSVPGIRISGVELLKKTPSPRIIKTHLPIDLLPKSFWENKCKMIYLARNGKDVAVSYYHFDLMNSINPLPGTWEEYLEKFLAGNVAYGSWFDHVKSWWEKREEHPLLYLYYEELKQNPKKEIKKIASFLDKTLDEEALDRIVHHTSFEMMKENPLVNYTHLPTAMMDHSKSPFMRKGIVGDWKNYFTMTQTEQFDAVYKKKMSGTTLEFCTDIQSA. Result: 0 (no interaction). (2) The miRNA is hsa-miR-4423-5p with sequence AGUUGCCUUUUUGUUCCCAUGC. The protein sequence of the target gene is MAGTALKRLMAEYKQLTLNPPEGIVAGPMNEENFFEWEALIMGPEDTCFEFGVFPAILSFPLDYPLSPPKMRFTCEMFHPNIYPDGRVCISILHAPGDDPMGYESSAERWSPVQSVEKILLSVVSMLAEPNDESGANVDASKMWRDDREQFYKIAKQIVQKSLGL. Result: 1 (interaction). (3) The miRNA is hsa-miR-4263 with sequence AUUCUAAGUGCCUUGGCC. The protein sequence of the target gene is MVNVPKTRRTFCKKCGKHQPHKVTQYKKGKDSLYAQGKRRYDRKQSGYGGQTKPIFRKKAKTTKKIVLRLECVEPNCRSKRMLAIKRCKHFELGGDKKRKGQVIQF. Result: 0 (no interaction). (4) The miRNA is mmu-miR-466p-5p with sequence UAUGUGUGUGUACAUGUACAU. The protein sequence of the target gene is MDPSALDMAIQHALAGLYPPFEATAPTVLGQVFRLLDSDFRGDGLSFLLDFLIPAKRLCEQVREAACALYTHCLFLHEGWPLCLRDEVVVHLAPLNPLLLRQGDFYLQVESWEEQSVHMTLKCLSSDLREVDKKPIPESSYSLIFTPEWLEAINNDFEGRPLHNCLVASENGITPVPWTKITSPEFVDDRPPIVKVPSSDGDSCPLEDLHLSRPQEPYQAGDLGGKGSVAQIWDKGKGKLSGDKYPGLIKVEPARSGQLAFRTDSEASQSLEGDYVALLGFPQEYRGASPDSEVVTLSVD.... Result: 1 (interaction). (5) The miRNA is mmu-miR-124-3p with sequence UAAGGCACGCGGUGAAUGCC. The protein sequence of the target gene is MALTDGGWCLPKRFGAAAADAGDSGPFPAREPSSPLSPISSSSSSCSRGGDRGPCGASNCRTPQLDAEAVAGPPGRSLLLSPYASHPFAAAHGAAAPGVAGPGSALSTWEDLLLFTDLDQAATASKLLWSSRGAKLSPFAAEQPEEMYQTLAALSSQGPAAYDGAPGGFVHSAAAAAAAAAAASSPVYVPTTRVGSMLSGLPYLQGAGSGPSNHAGGAGAHPGWSQASADSPPYGGGGAAGGGAAGPGGAGSATAHASARFPYSPSPPMANGAARDPGGYVAAGGTGAGSVSGGGGSLAA.... Result: 1 (interaction).